Dataset: Full USPTO retrosynthesis dataset with 1.9M reactions from patents (1976-2016). Task: Predict the reactants needed to synthesize the given product. (1) Given the product [Cl:1][C:2]([Cl:37])([Cl:38])[CH2:3][O:4][C:5]([C@@H:7]1[CH2:12][CH2:11][CH2:10][N:9]([C:13](=[O:36])[C@@H:14]([NH:21][C:22](=[O:35])[C@@H:23]([NH:27][C:28](=[O:29])[C:64]([CH3:68])([CH3:65])/[CH:63]=[CH:62]/[C:56]2[CH:55]=[C:54]3[C:59]([CH:60]=[CH:61][C:52]([C@H:50]([O:49][C:46](=[O:48])[CH3:47])[CH3:51])=[N:53]3)=[CH:58][CH:57]=2)[CH:24]([CH3:25])[CH3:26])[CH2:15][N:16]2[CH:20]=[CH:19][CH:18]=[N:17]2)[NH:8]1)=[O:6], predict the reactants needed to synthesize it. The reactants are: [Cl:1][C:2]([Cl:38])([Cl:37])[CH2:3][O:4][C:5]([C@@H:7]1[CH2:12][CH2:11][CH2:10][N:9]([C:13](=[O:36])[C@@H:14]([NH:21][C:22](=[O:35])[C@@H:23]([NH:27][C:28](OC(C)(C)C)=[O:29])[CH:24]([CH3:26])[CH3:25])[CH2:15][N:16]2[CH:20]=[CH:19][CH:18]=[N:17]2)[NH:8]1)=[O:6].FC(F)(F)C(O)=O.[C:46]([O:49][C@@H:50]([C:52]1[CH:61]=[CH:60][C:59]2[C:54](=[CH:55][C:56](/[CH:62]=[CH:63]/[C:64](C)([CH3:68])[C:65](O)=O)=[CH:57][CH:58]=2)[N:53]=1)[CH3:51])(=[O:48])[CH3:47].C(N(CC)C(C)C)(C)C.C[NH3+].F[P-](F)(F)(F)(F)F.N1(OC(N(C)C)=[N+](C)C)C2N=CC=CC=2N=N1.F[P-](F)(F)(F)(F)F. (2) Given the product [C:34](=[O:35])([O:36][CH2:37][CH2:38][O:39][CH3:40])[O:20][CH2:19][C@H:17]1[O:16][N:15]=[C:14]([C:11]2[CH:12]=[CH:13][C:8]([C:7]3[CH:6]=[CH:5][C:4]([N:21]4[CH2:25][C@H:24]([CH2:26][N:27]5[CH:31]=[CH:30][N:29]=[N:28]5)[O:23][C:22]4=[O:32])=[CH:3][C:2]=3[F:1])=[CH:9][N:10]=2)[CH2:18]1, predict the reactants needed to synthesize it. The reactants are: [F:1][C:2]1[CH:3]=[C:4]([N:21]2[CH2:25][C@H:24]([CH2:26][N:27]3[CH:31]=[CH:30][N:29]=[N:28]3)[O:23][C:22]2=[O:32])[CH:5]=[CH:6][C:7]=1[C:8]1[CH:9]=[N:10][C:11]([C:14]2[CH2:18][C@@H:17]([CH2:19][OH:20])[O:16][N:15]=2)=[CH:12][CH:13]=1.Cl[C:34]([O:36][CH2:37][CH2:38][O:39][CH3:40])=[O:35]. (3) Given the product [CH2:1]([O:3][C:4]([C:6]1[CH:10]=[C:9]([O:11][CH2:12][C:13]2[CH:18]=[C:17]([C:19]([F:20])([F:22])[F:21])[CH:16]=[C:15]([F:23])[CH:14]=2)[N:8]([CH2:24][C:25]([OH:27])=[O:26])[N:7]=1)=[O:5])[CH3:2], predict the reactants needed to synthesize it. The reactants are: [CH2:1]([O:3][C:4]([C:6]1[CH:10]=[C:9]([O:11][CH2:12][C:13]2[CH:18]=[C:17]([C:19]([F:22])([F:21])[F:20])[CH:16]=[C:15]([F:23])[CH:14]=2)[N:8]([CH2:24][C:25]([O:27]CC)=[O:26])[N:7]=1)=[O:5])[CH3:2].[Li+].[OH-].Cl. (4) Given the product [CH2:1]([N:8]1[C:16]2[C:11](=[N:12][C:13]([N:28]([C:37]([O:39][C:40]([CH3:43])([CH3:42])[CH3:41])=[O:38])[NH:29][C:30]([O:32][C:33]([CH3:34])([CH3:35])[CH3:36])=[O:31])=[CH:14][CH:15]=2)[CH:10]=[C:9]1[C:18]([O:20][CH2:21][C:22]1[CH:27]=[CH:26][CH:25]=[CH:24][CH:23]=1)=[O:19])[C:2]1[CH:7]=[CH:6][CH:5]=[CH:4][CH:3]=1, predict the reactants needed to synthesize it. The reactants are: [CH2:1]([N:8]1[C:16]2[C:11](=[N:12][C:13](Cl)=[CH:14][CH:15]=2)[CH:10]=[C:9]1[C:18]([O:20][CH2:21][C:22]1[CH:27]=[CH:26][CH:25]=[CH:24][CH:23]=1)=[O:19])[C:2]1[CH:7]=[CH:6][CH:5]=[CH:4][CH:3]=1.[NH:28]([C:37]([O:39][C:40]([CH3:43])([CH3:42])[CH3:41])=[O:38])[NH:29][C:30]([O:32][C:33]([CH3:36])([CH3:35])[CH3:34])=[O:31].C([O-])([O-])=O.[Cs+].[Cs+]. (5) Given the product [CH2:1]([O:8][C:9]1[CH:17]=[C:16]([O:18][CH2:19][C:20]2[CH:21]=[CH:22][CH:23]=[CH:24][CH:25]=2)[C:15]([C:26]([CH3:28])=[CH2:27])=[CH:14][C:10]=1[C:11]([N:37]1[CH2:38][C:39]2[C:41](=[CH:3][CH:4]=[CH:5][C:6]=2[O:31][CH2:30][CH2:29][O:33][CH2:2][CH2:1][O:8][CH3:9])[CH2:40]1)=[O:13])[C:2]1[CH:3]=[CH:4][CH:5]=[CH:6][CH:7]=1, predict the reactants needed to synthesize it. The reactants are: [CH2:1]([O:8][C:9]1[CH:17]=[C:16]([O:18][CH2:19][C:20]2[CH:25]=[CH:24][CH:23]=[CH:22][CH:21]=2)[C:15]([C:26]([CH3:28])=[CH2:27])=[CH:14][C:10]=1[C:11]([OH:13])=O)[C:2]1[CH:7]=[CH:6][CH:5]=[CH:4][CH:3]=1.[C:29](Cl)(=[O:33])[C:30](Cl)=[O:31].C([N:37]([CH2:40][CH3:41])[CH2:38][CH3:39])C. (6) Given the product [Br:3][C:4]1[CH:5]=[C:6]([C:16]([NH:21][CH2:22][C:23]2[C:24](=[O:31])[NH:25][C:26]([CH3:30])=[CH:27][C:28]=2[CH3:29])=[O:18])[C:7]2[CH:12]=[N:11][N:10]([CH:13]([CH3:14])[CH3:15])[C:8]=2[N:9]=1, predict the reactants needed to synthesize it. The reactants are: [OH-].[Na+].[Br:3][C:4]1[CH:5]=[C:6]([C:16]([O:18]CC)=O)[C:7]2[CH:12]=[N:11][N:10]([CH:13]([CH3:15])[CH3:14])[C:8]=2[N:9]=1.[NH2:21][CH2:22][C:23]1[C:24](=[O:31])[NH:25][C:26]([CH3:30])=[CH:27][C:28]=1[CH3:29].C1CN([P+](ON2N=NC3C=CC=CC2=3)(N2CCCC2)N2CCCC2)CC1.F[P-](F)(F)(F)(F)F.